From a dataset of Full USPTO retrosynthesis dataset with 1.9M reactions from patents (1976-2016). Predict the reactants needed to synthesize the given product. (1) Given the product [Cl:13][C:14]1[C:19]([C:10]([NH2:9])=[O:22])=[N:18][CH:17]=[C:16]([Cl:20])[N:15]=1, predict the reactants needed to synthesize it. The reactants are: C([Li])CCC.C([NH:9][CH:10](C)C)(C)C.[Cl:13][C:14]1[CH:19]=[N:18][CH:17]=[C:16]([Cl:20])[N:15]=1.C(=O)=[O:22].Cl. (2) Given the product [O:2]1[CH2:3][CH2:4][CH:5]([CH2:9][S:10]([Cl:13])(=[O:12])=[O:11])[CH2:6][CH2:7]1, predict the reactants needed to synthesize it. The reactants are: C[O:2][C:3]1[CH:4]=[C:5]([CH2:9][S:10]([Cl:13])(=[O:12])=[O:11])[CH:6]=[CH:7]C=1.BrCC1CCOCC1. (3) Given the product [NH2:1][C:2]1[C:3]([C:31]2[CH:32]=[CH:33][C:28]([C:27]([NH:26][C@@H:23]([C:19]3[CH:20]=[CH:21][CH:22]=[C:17]([Cl:16])[CH:18]=3)[CH2:24][OH:25])=[O:44])=[C:29]([F:43])[CH:30]=2)=[CH:4][C:5]([CH:8]2[CH2:9][C:10](=[O:14])[N:11]([CH3:13])[CH2:12]2)=[CH:6][N:7]=1, predict the reactants needed to synthesize it. The reactants are: [NH2:1][C:2]1[N:7]=[CH:6][C:5]([CH:8]2[CH2:12][N:11]([CH3:13])[C:10](=[O:14])[CH2:9]2)=[CH:4][C:3]=1Br.[Cl:16][C:17]1[CH:18]=[C:19]([C@H:23]([NH:26][C:27](=[O:44])[C:28]2[CH:33]=[CH:32][C:31](B3OC(C)(C)C(C)(C)O3)=[CH:30][C:29]=2[F:43])[CH2:24][OH:25])[CH:20]=[CH:21][CH:22]=1. (4) Given the product [ClH:16].[NH:8]1[CH2:13][CH2:12][CH2:11][C@H:10]([C:14]#[N:15])[CH2:9]1, predict the reactants needed to synthesize it. The reactants are: C(OC([N:8]1[CH2:13][CH2:12][CH2:11][C@H:10]([C:14]#[N:15])[CH2:9]1)=O)(C)(C)C.[ClH:16]. (5) Given the product [OH:2][C:3]1[CH:26]=[C:25]([OH:27])[CH:24]=[CH:23][C:4]=1[C:5]([N:7]1[C:16]2[C:11](=[CH:12][CH:13]=[C:14]([F:17])[CH:15]=2)[N:10]([CH2:18][CH3:19])[C:9](=[O:20])[C@H:8]1[CH2:21][CH3:22])=[O:6], predict the reactants needed to synthesize it. The reactants are: C[O:2][C:3]1[CH:26]=[C:25]([O:27]C)[CH:24]=[CH:23][C:4]=1[C:5]([N:7]1[C:16]2[C:11](=[CH:12][CH:13]=[C:14]([F:17])[CH:15]=2)[N:10]([CH2:18][CH3:19])[C:9](=[O:20])[C@H:8]1[CH2:21][CH3:22])=[O:6].C([C@H]1N(C(=O)C2C=CC(O)=CC=2)C2C(=CC(F)=CC=2)N(C)C1=O)C.